Dataset: Catalyst prediction with 721,799 reactions and 888 catalyst types from USPTO. Task: Predict which catalyst facilitates the given reaction. (1) Reactant: [CH3:1][C:2]1[S:22][C:5]2[N:6]=[C:7]([S:20][CH3:21])[N:8]=[C:9]([C:10]3[CH:15]=[CH:14][C:13]([C:16]([F:19])([F:18])[F:17])=[CH:12][CH:11]=3)[C:4]=2[CH:3]=1.ClC1C=CC=C(C(OO)=[O:31])C=1.[OH-:34].[Na+]. Product: [CH3:1][C:2]1[S:22][C:5]2[N:6]=[C:7]([S:20]([CH3:21])(=[O:31])=[O:34])[N:8]=[C:9]([C:10]3[CH:15]=[CH:14][C:13]([C:16]([F:18])([F:19])[F:17])=[CH:12][CH:11]=3)[C:4]=2[CH:3]=1.[CH3:1][C:2]1[S:22][C:5]2[N:6]=[C:7]([S:20]([CH3:21])=[O:31])[N:8]=[C:9]([C:10]3[CH:15]=[CH:14][C:13]([C:16]([F:18])([F:19])[F:17])=[CH:12][CH:11]=3)[C:4]=2[CH:3]=1. The catalyst class is: 2. (2) Reactant: [C:1]([CH2:3][C:4]([NH:6][C:7]1[CH:12]=[C:11]([O:13][CH3:14])[C:10]([Cl:15])=[CH:9][C:8]=1[Cl:16])=[O:5])#[N:2].[Cl:17][CH2:18][CH2:19][CH2:20][O:21][C:22]1[CH:23]=[C:24]([CH:26]=[CH:27][C:28]=1[O:29][CH3:30])[NH2:25].[CH2:31](OC(OCC)OCC)C. Product: [Cl:17][CH2:18][CH2:19][CH2:20][O:21][C:22]1[CH:23]=[C:24]([CH:26]=[CH:27][C:28]=1[O:29][CH3:30])[NH:25][CH:31]=[C:3]([C:1]#[N:2])[C:4]([NH:6][C:7]1[CH:12]=[C:11]([O:13][CH3:14])[C:10]([Cl:15])=[CH:9][C:8]=1[Cl:16])=[O:5]. The catalyst class is: 32.